From a dataset of Forward reaction prediction with 1.9M reactions from USPTO patents (1976-2016). Predict the product of the given reaction. (1) The product is: [Br:14][CH2:10][C:9]([C:4]1[CH:5]=[CH:6][CH:7]=[CH:8][C:3]=1[C:2]([F:12])([F:13])[F:1])=[O:11]. Given the reactants [F:1][C:2]([F:13])([F:12])[C:3]1[CH:8]=[CH:7][CH:6]=[CH:5][C:4]=1[C:9](=[O:11])[CH3:10].[Br:14]Br.O, predict the reaction product. (2) Given the reactants C[O:2][C:3](=[O:22])[C:4]1[CH:9]=[CH:8][CH:7]=[C:6]([S:10][C:11]2[C:19]3[C:14](=[CH:15][C:16]([Cl:20])=[CH:17][CH:18]=3)[NH:13][C:12]=2[CH3:21])[CH:5]=1.C[C:24]1[NH:25][C:26]2[C:31]([C:32]=1SC1C=C(CC(O)=O)C=CC=1)=[CH:30][CH:29]=CC=2.[H-].[Na+].Br.BrCC1C=NC=CC=1, predict the reaction product. The product is: [Cl:20][C:16]1[CH:15]=[C:14]2[C:19]([C:11]([S:10][C:6]3[CH:5]=[C:4]([CH:9]=[CH:8][CH:7]=3)[C:3]([OH:2])=[O:22])=[C:12]([CH3:21])[N:13]2[CH2:32][C:31]2[CH:26]=[N:25][CH:24]=[CH:29][CH:30]=2)=[CH:18][CH:17]=1. (3) Given the reactants [OH:1][C@H:2]1[C:11](=[O:12])[C:10]2[CH:9]=[CH:8][N:7]3[C:13]([CH3:19])=[C:14]([CH2:16][O:17][CH3:18])[N:15]=[C:6]3[C:5]=2[NH:4][C@@H:3]1[C:20]1[CH:25]=[CH:24][CH:23]=[CH:22][CH:21]=1.[BH4-].[Na+].[Cl-].[NH4+], predict the reaction product. The product is: [OH:12][C@@H:11]1[C:10]2[CH:9]=[CH:8][N:7]3[C:13]([CH3:19])=[C:14]([CH2:16][O:17][CH3:18])[N:15]=[C:6]3[C:5]=2[NH:4][C@H:3]([C:20]2[CH:21]=[CH:22][CH:23]=[CH:24][CH:25]=2)[C@H:2]1[OH:1]. (4) Given the reactants [Cl:1][C:2]1[CH:3]=[C:4]([CH:9]2[O:15][CH2:14][CH2:13][N:12](C(OC(C)(C)C)=O)[CH2:11][CH:10]2[CH2:23][O:24][CH3:25])[CH:5]=[CH:6][C:7]=1[Cl:8].C(OCC)(=O)C.Cl, predict the reaction product. The product is: [ClH:1].[Cl:1][C:2]1[CH:3]=[C:4]([CH:9]2[O:15][CH2:14][CH2:13][NH:12][CH2:11][CH:10]2[CH2:23][O:24][CH3:25])[CH:5]=[CH:6][C:7]=1[Cl:8]. (5) Given the reactants [NH2:1][C:2]1[CH:7]=[C:6]([CH3:8])[CH:5]=[C:4]([CH3:9])[N:3]=1.[CH:10]1([N+:16]#[C-:17])[CH2:15][CH2:14][CH2:13][CH2:12][CH2:11]1.[CH:18](=O)[CH3:19], predict the reaction product. The product is: [CH:10]1([NH:16][C:17]2[N:3]3[C:4]([CH3:9])=[CH:5][C:6]([CH3:8])=[CH:7][C:2]3=[N:1][C:18]=2[CH3:19])[CH2:15][CH2:14][CH2:13][CH2:12][CH2:11]1.